From a dataset of Forward reaction prediction with 1.9M reactions from USPTO patents (1976-2016). Predict the product of the given reaction. Given the reactants Cl[C:2]1[NH:3][C:4](=[O:13])[C:5]2[C:10]([CH:11]=1)=[C:9]([Cl:12])[CH:8]=[CH:7][CH:6]=2.[CH3:14][N:15]1[CH2:20][CH2:19][NH:18][CH2:17][CH2:16]1, predict the reaction product. The product is: [Cl:12][C:9]1[CH:8]=[CH:7][CH:6]=[C:5]2[C:10]=1[CH:11]=[C:2]([N:18]1[CH2:19][CH2:20][N:15]([CH3:14])[CH2:16][CH2:17]1)[NH:3][C:4]2=[O:13].